This data is from Catalyst prediction with 721,799 reactions and 888 catalyst types from USPTO. The task is: Predict which catalyst facilitates the given reaction. (1) Reactant: [N+:1]([CH2:3][C:4]([O:6][CH2:7][CH3:8])=[O:5])#[C-:2].CC([O-])(C)C.[K+].[C:15](Cl)(=[O:19])[CH:16]([CH3:18])[CH3:17]. Product: [CH2:7]([O:6][C:4]([C:3]1[N:1]=[CH:2][O:19][C:15]=1[CH:16]([CH3:18])[CH3:17])=[O:5])[CH3:8]. The catalyst class is: 1. (2) Reactant: [C:1]([O:5][C:6]([NH:8][CH2:9][C:10]1[N:11]([CH2:31][CH:32]([CH3:34])[CH3:33])[C:12](=[O:30])[C:13]2[C:18]([C:19]=1[C:20]1[CH:25]=[CH:24][CH:23]=[CH:22][C:21]=1[F:26])=[CH:17][C:16]([C:27](O)=[O:28])=[CH:15][CH:14]=2)=[O:7])([CH3:4])([CH3:3])[CH3:2].Cl.C([N:38]=C=NCCCN(C)C)C.[NH4+].ON1C2C=CC=CC=2N=N1.O. Product: [C:1]([O:5][C:6]([NH:8][CH2:9][C:10]1[N:11]([CH2:31][CH:32]([CH3:34])[CH3:33])[C:12](=[O:30])[C:13]2[C:18]([C:19]=1[C:20]1[CH:25]=[CH:24][CH:23]=[CH:22][C:21]=1[F:26])=[CH:17][C:16]([C:27]([NH2:38])=[O:28])=[CH:15][CH:14]=2)=[O:7])([CH3:4])([CH3:2])[CH3:3]. The catalyst class is: 9. (3) The catalyst class is: 6. Product: [Cl:16][C:17]1[CH:24]=[CH:23][C:20]([CH2:21][O:10][C:8]2[N:7]([C:11]([CH3:14])([CH3:13])[CH3:12])[C:6](=[O:15])[N:5]=[C:4]([S:3][CH2:1][CH3:2])[N:9]=2)=[CH:19][CH:18]=1. Reactant: [CH2:1]([S:3][C:4]1[NH:9][C:8](=[O:10])[N:7]([C:11]([CH3:14])([CH3:13])[CH3:12])[C:6](=[O:15])[N:5]=1)[CH3:2].[Cl:16][C:17]1[CH:24]=[CH:23][C:20]([CH2:21]O)=[CH:19][CH:18]=1.C1(P(C2C=CC=CC=2)C2C=CC=CC=2)C=CC=CC=1.C1COCC1. (4) Reactant: Br[C:2]1[CH:3]=[CH:4][C:5]2[N:9]=[CH:8][N:7]([C:10]3[CH:17]=[CH:16][C:13]([C:14]#[N:15])=[CH:12][CH:11]=3)[C:6]=2[CH:18]=1.[CH2:19]([O:21][C:22]([C:24]1[CH:29]=[CH:28][C:27](B(O)O)=[CH:26][CH:25]=1)=[O:23])[CH3:20].[O-]P([O-])([O-])=O.[K+].[K+].[K+]. Product: [C:14]([C:13]1[CH:16]=[CH:17][C:10]([N:7]2[C:6]3[CH:18]=[C:2]([C:27]4[CH:28]=[CH:29][C:24]([C:22]([O:21][CH2:19][CH3:20])=[O:23])=[CH:25][CH:26]=4)[CH:3]=[CH:4][C:5]=3[N:9]=[CH:8]2)=[CH:11][CH:12]=1)#[N:15]. The catalyst class is: 667. (5) Reactant: [NH2:1][C:2]1[C:7]2=[CH:8][CH:9]=[C:10]([C:11]([O:13][CH2:14][CH2:15][CH2:16][CH3:17])=[O:12])[N:6]2[N:5]=[CH:4][N:3]=1.[Br:18]N1C(C)(C)C(=O)N(Br)C1=O. Product: [NH2:1][C:2]1[C:7]2=[C:8]([Br:18])[CH:9]=[C:10]([C:11]([O:13][CH2:14][CH2:15][CH2:16][CH3:17])=[O:12])[N:6]2[N:5]=[CH:4][N:3]=1. The catalyst class is: 3. (6) Reactant: [O:1]1[C:6]2[CH:7]=[CH:8][CH:9]=[CH:10][C:5]=2[NH:4][C:3](=[O:11])[CH2:2]1.Br[CH2:13][C@@H:14]([CH3:24])[CH2:15][O:16][Si:17]([C:20]([CH3:23])([CH3:22])[CH3:21])([CH3:19])[CH3:18].C([O-])([O-])=O.[Cs+].[Cs+]. Product: [Si:17]([O:16][CH2:15][C@H:14]([CH3:24])[CH2:13][N:4]1[C:5]2[CH:10]=[CH:9][CH:8]=[CH:7][C:6]=2[O:1][CH2:2][C:3]1=[O:11])([C:20]([CH3:21])([CH3:22])[CH3:23])([CH3:18])[CH3:19]. The catalyst class is: 23. (7) Reactant: [CH:1]1([CH2:4][OH:5])[CH2:3][CH2:2]1.[Cl:6][C:7]1[CH:12]=[CH:11][C:10]([C:13]2[C:18](F)=[CH:17][CH:16]=[CH:15][N:14]=2)=[CH:9][CH:8]=1. Product: [Cl:6][C:7]1[CH:8]=[CH:9][C:10]([C:13]2[C:18]([O:5][CH2:4][CH:1]3[CH2:3][CH2:2]3)=[CH:17][CH:16]=[CH:15][N:14]=2)=[CH:11][CH:12]=1. The catalyst class is: 16. (8) Reactant: [CH3:1][N:2]([CH3:25])[C:3]1[CH:11]=[C:10]2[C:6]([CH2:7][N:8]([C:13]3[CH:18]=[CH:17][C:16]([CH2:19][CH2:20][CH2:21][C:22]([OH:24])=[O:23])=[CH:15][CH:14]=3)[C:9]2=[O:12])=[CH:5][CH:4]=1.C[I:27]. Product: [I-:27].[C:22]([CH2:21][CH2:20][CH2:19][C:16]1[CH:15]=[CH:14][C:13]([N:8]2[C:9](=[O:12])[C:10]3[C:6](=[CH:5][CH:4]=[C:3]([NH+:2]([CH3:25])[CH3:1])[CH:11]=3)[CH2:7]2)=[CH:18][CH:17]=1)([OH:24])=[O:23]. The catalyst class is: 1.